Dataset: Full USPTO retrosynthesis dataset with 1.9M reactions from patents (1976-2016). Task: Predict the reactants needed to synthesize the given product. (1) Given the product [Br:3][C:4]1[CH:9]=[N:8][CH:7]=[C:6]2[N:10]([S:19]([C:13]3[CH:18]=[CH:17][CH:16]=[CH:15][CH:14]=3)(=[O:21])=[O:20])[CH:11]=[CH:12][C:5]=12, predict the reactants needed to synthesize it. The reactants are: [H-].[Na+].[Br:3][C:4]1[CH:9]=[N:8][CH:7]=[C:6]2[NH:10][CH:11]=[CH:12][C:5]=12.[C:13]1([S:19](Cl)(=[O:21])=[O:20])[CH:18]=[CH:17][CH:16]=[CH:15][CH:14]=1. (2) Given the product [NH2:30][C:31]1[N:36]=[CH:35][C:34](/[CH:37]=[CH:38]/[C:39]([N:15]([CH2:5][C:4]2[CH:8]=[CH:9][CH:10]=[C:11]([O:12][CH3:13])[C:3]=2[O:2][CH3:1])[CH3:14])=[O:41])=[CH:33][CH:32]=1, predict the reactants needed to synthesize it. The reactants are: [CH3:1][O:2][C:3]1[C:11]([O:12][CH3:13])=[CH:10][CH:9]=[CH:8][C:4]=1[CH2:5]CN.[CH3:14][NH:15]CC1C=CC2C(=CC=CC=2)C=1CCC.[NH2:30][C:31]1[N:36]=[CH:35][C:34](/[CH:37]=[CH:38]/[C:39]([OH:41])=O)=[CH:33][CH:32]=1.Cl.CN1CC2C=C(/C=C/C(O)=O)C=NC=2NC(=O)C1. (3) Given the product [CH3:15][O:14][C:11]1[CH:10]=[CH:9][C:8]([C:7]([F:16])([F:17])[F:6])=[CH:13][C:12]=1[C:21]([C:22]1[CH:27]=[CH:26][CH:25]=[CH:24][CH:23]=1)=[O:28], predict the reactants needed to synthesize it. The reactants are: [Li]CCCC.[F:6][C:7]([F:17])([F:16])[C:8]1[CH:13]=[CH:12][C:11]([O:14][CH3:15])=[CH:10][CH:9]=1.CON(C)[C:21](=[O:28])[C:22]1[CH:27]=[CH:26][CH:25]=[CH:24][CH:23]=1.Cl. (4) The reactants are: [CH3:1][O:2][C:3](=[O:12])[C:4]1[CH:9]=[CH:8][C:7]([I:10])=[C:6]([OH:11])[CH:5]=1.Br[CH2:14][CH2:15][C:16]1[CH:21]=[CH:20][CH:19]=[C:18]([CH3:22])[CH:17]=1.C([O-])([O-])=O.[K+].[K+].CC(=O)OCC. Given the product [CH3:1][O:2][C:3](=[O:12])[C:4]1[CH:9]=[CH:8][C:7]([I:10])=[C:6]([O:11][CH2:14][CH2:15][C:16]2[CH:17]=[C:18]([CH3:22])[CH:19]=[CH:20][CH:21]=2)[CH:5]=1, predict the reactants needed to synthesize it. (5) Given the product [C:21]1([S:35]([OH:38])(=[O:37])=[O:36])[C:30]2[CH:29]=[CH:28][CH:27]=[C:26]([S:31]([OH:34])(=[O:33])=[O:32])[C:25]=2[CH:24]=[CH:23][CH:22]=1.[CH3:19][N:18]([CH3:20])[CH:16]([CH3:17])[C:14]([O:13][CH2:12][CH2:11][CH2:10][CH2:9][CH2:8][CH2:7][CH2:6][CH2:5][CH2:4][CH2:3][CH2:2][CH3:1])=[O:15], predict the reactants needed to synthesize it. The reactants are: [CH3:1][CH2:2][CH2:3][CH2:4][CH2:5][CH2:6][CH2:7][CH2:8][CH2:9][CH2:10][CH2:11][CH2:12][O:13][C:14]([CH:16]([N:18]([CH3:20])[CH3:19])[CH3:17])=[O:15].[C:21]1([S:35]([OH:38])(=[O:37])=[O:36])[C:30]2[CH:29]=[CH:28][CH:27]=[C:26]([S:31]([OH:34])(=[O:33])=[O:32])[C:25]=2[CH:24]=[CH:23][CH:22]=1. (6) Given the product [CH3:15][O:14][C:11]1[CH:10]=[CH:9][C:8]([C:6]2[N:7]=[C:2]([NH:38][C:35]3[CH:36]=[CH:37][C:29]4[O:28][CH2:33][CH2:32][NH:31][C:30]=4[CH:34]=3)[C:3]3[NH:18][N:17]=[CH:16][C:4]=3[N:5]=2)=[CH:13][CH:12]=1, predict the reactants needed to synthesize it. The reactants are: Cl[C:2]1[C:3]2[C:4](=[CH:16][N:17](CC3C=CC(OC)=CC=3)[N:18]=2)[N:5]=[C:6]([C:8]2[CH:13]=[CH:12][C:11]([O:14][CH3:15])=[CH:10][CH:9]=2)[N:7]=1.[O:28]1[CH2:33][CH2:32][NH:31][C:30]2[CH:34]=[C:35]([NH2:38])[CH:36]=[CH:37][C:29]1=2.Cl. (7) Given the product [CH3:1][C:2]1[C:6]([C:7]2[N:12]=[C:11]([C:13]3[CH:18]=[C:17]([O:19][CH2:50][C@H:51]4[CH2:53][O:52]4)[CH:16]=[CH:15][C:14]=3[C:20]([F:23])([F:21])[F:22])[N:10]=[C:9]([NH:24][CH:25]3[CH2:30][CH2:29][N:28]([C:31]([O:33][CH3:34])=[O:32])[CH2:27][CH2:26]3)[C:8]=2[CH3:35])=[C:5]([CH3:36])[O:4][N:3]=1, predict the reactants needed to synthesize it. The reactants are: [CH3:1][C:2]1[C:6]([C:7]2[N:12]=[C:11]([C:13]3[CH:18]=[C:17]([OH:19])[CH:16]=[CH:15][C:14]=3[C:20]([F:23])([F:22])[F:21])[N:10]=[C:9]([NH:24][CH:25]3[CH2:30][CH2:29][N:28]([C:31]([O:33][CH3:34])=[O:32])[CH2:27][CH2:26]3)[C:8]=2[CH3:35])=[C:5]([CH3:36])[O:4][N:3]=1.[N+](C1C=C(S(O[CH2:50][C@H:51]2[CH2:53][O:52]2)(=O)=O)C=CC=1)([O-])=O.C([O-])([O-])=O.[Cs+].[Cs+]. (8) Given the product [F:12][C:8]1[CH:9]=[C:10]2[C:5](=[CH:6][CH:7]=1)[N:4]=[C:3]([C:13]([O:15][CH2:16][CH3:17])=[O:14])[C:2]([CH3:18])=[N:11]2, predict the reactants needed to synthesize it. The reactants are: Cl[C:2]1[C:3]([C:13]([O:15][CH2:16][CH3:17])=[O:14])=[N:4][C:5]2[C:10]([N:11]=1)=[CH:9][C:8]([F:12])=[CH:7][CH:6]=2.[CH3:18]B1OB(C)OB(C)O1.C(=O)([O-])[O-].[K+].[K+]. (9) The reactants are: [OH:1][C:2]1[CH:3]=[C:4]([CH:7]=[CH:8][CH:9]=1)[CH:5]=[O:6].[CH2:10]([O:12][C:13](=[O:18])[C:14](Br)([CH3:16])[CH3:15])[CH3:11]. Given the product [CH2:10]([O:12][C:13](=[O:18])[C:14]([O:1][C:2]1[CH:9]=[CH:8][CH:7]=[C:4]([CH:5]=[O:6])[CH:3]=1)([CH3:16])[CH3:15])[CH3:11], predict the reactants needed to synthesize it.